From a dataset of Full USPTO retrosynthesis dataset with 1.9M reactions from patents (1976-2016). Predict the reactants needed to synthesize the given product. (1) Given the product [CH3:46][N:47]1[CH2:52][CH2:51][N:50]([CH2:42][C:41]2[CH:44]=[CH:45][C:38]([N:22]3[C:18]4=[N:19][CH:20]=[N:21][C:16]([NH2:15])=[C:17]4[C:24]([C:25]4[CH:30]=[CH:29][C:28]([O:31][C:32]5[CH:37]=[CH:36][CH:35]=[CH:34][CH:33]=5)=[CH:27][CH:26]=4)=[N:23]3)=[CH:39][CH:40]=2)[CH2:49][CH2:48]1, predict the reactants needed to synthesize it. The reactants are: C(O[BH-](OC(=O)C)OC(=O)C)(=O)C.[Na+].[NH2:15][C:16]1[N:21]=[CH:20][N:19]=[C:18]2[N:22]([C:38]3[CH:45]=[CH:44][C:41]([CH:42]=O)=[CH:40][CH:39]=3)[N:23]=[C:24]([C:25]3[CH:30]=[CH:29][C:28]([O:31][C:32]4[CH:37]=[CH:36][CH:35]=[CH:34][CH:33]=4)=[CH:27][CH:26]=3)[C:17]=12.[CH3:46][N:47]1[CH2:52][CH2:51][NH:50][CH2:49][CH2:48]1.C(O)(=O)C.C(=O)(O)[O-].[Na+]. (2) Given the product [CH2:18]([N:3]([CH2:1][CH3:2])[C:4]1[CH:13]=[C:12]2[C:7]([CH:8]=[C:9]([N:15]3[CH:27]=[C:26]([C:20]4[CH:25]=[CH:24][CH:23]=[CH:22][CH:21]=4)[N:17]=[N:16]3)[C:10](=[O:14])[O:11]2)=[CH:6][CH:5]=1)[CH3:19], predict the reactants needed to synthesize it. The reactants are: [CH2:1]([N:3]([CH2:18][CH3:19])[C:4]1[CH:13]=[C:12]2[C:7]([CH:8]=[C:9]([N:15]=[N+:16]=[N-:17])[C:10](=[O:14])[O:11]2)=[CH:6][CH:5]=1)[CH3:2].[C:20]1([C:26]#[CH:27])[CH:25]=[CH:24][CH:23]=[CH:22][CH:21]=1. (3) Given the product [F:1][C:2]1[CH:7]=[CH:6][C:5]([C:8]2[N:12]([CH:30]3[CH2:34][CH2:33][O:32][CH2:31]3)[N:11]=[CH:10][C:9]=2[C:13]2[S:14][CH:15]=[C:16]([CH2:18][C:19]([NH:21][CH2:22][CH:23]3[CH2:28][CH2:27][O:26][CH2:25][CH2:24]3)=[O:20])[N:17]=2)=[CH:4][CH:3]=1.[F:1][C:2]1[CH:7]=[CH:6][C:5]([C:8]2[C:9]([C:13]3[S:14][CH:15]=[C:16]([CH2:18][C:19]([NH:21][CH2:22][CH:23]4[CH2:28][CH2:27][O:26][CH2:25][CH2:24]4)=[O:20])[N:17]=3)=[CH:10][N:11]([CH:30]3[CH2:34][CH2:33][O:32][CH2:31]3)[N:12]=2)=[CH:4][CH:3]=1, predict the reactants needed to synthesize it. The reactants are: [F:1][C:2]1[CH:7]=[CH:6][C:5]([C:8]2[NH:12][N:11]=[CH:10][C:9]=2[C:13]2[S:14][CH:15]=[C:16]([CH2:18][C:19]([NH:21][CH2:22][CH:23]3[CH2:28][CH2:27][O:26][CH2:25][CH2:24]3)=[O:20])[N:17]=2)=[CH:4][CH:3]=1.O[CH:30]1[CH2:34][CH2:33][O:32][CH2:31]1.CC(OC(/N=N/C(OC(C)C)=O)=O)C.C1(P(C2C=CC=CC=2)C2C=CC=CC=2)C=CC=CC=1. (4) Given the product [CH3:12][O:13][C:14](=[O:19])[C:15]([NH:18][CH2:10][C:5]1[C:6]([NH2:9])=[N:7][CH:8]=[C:3]([Br:2])[CH:4]=1)([CH3:17])[CH3:16], predict the reactants needed to synthesize it. The reactants are: Br.[Br:2][C:3]1[CH:4]=[C:5]([CH2:10]Br)[C:6]([NH2:9])=[N:7][CH:8]=1.[CH3:12][O:13][C:14](=[O:19])[C:15]([NH2:18])([CH3:17])[CH3:16].C(N(CC)CC)C. (5) The reactants are: C(NC(C)C)(C)C.C([Li])CCC.[Li+].CC([N-]C(C)C)C.[F:21][C:22]1[CH:27]=[CH:26][C:25]([F:28])=[CH:24][N:23]=1.[B:29](OC(C)C)([O:34]C(C)C)[O:30]C(C)C. Given the product [F:21][C:22]1[CH:27]=[C:26]([B:29]([OH:34])[OH:30])[C:25]([F:28])=[CH:24][N:23]=1, predict the reactants needed to synthesize it.